Dataset: Catalyst prediction with 721,799 reactions and 888 catalyst types from USPTO. Task: Predict which catalyst facilitates the given reaction. (1) Reactant: [F:1][C:2]([F:27])([F:26])[C:3]([N:5]([CH2:15][C:16]1([C:22]([O:24][CH3:25])=[O:23])[CH2:21][CH2:20][NH:19][CH2:18][CH2:17]1)[C@H:6]1[CH2:8][C@@H:7]1[C:9]1[CH:14]=[CH:13][CH:12]=[CH:11][CH:10]=1)=[O:4].C=O.[C:30](O)(=O)C.C(O[BH-](OC(=O)C)OC(=O)C)(=O)C.[Na+]. Product: [CH3:30][N:19]1[CH2:20][CH2:21][C:16]([CH2:15][N:5]([C@@H:6]2[CH2:8][C@H:7]2[C:9]2[CH:14]=[CH:13][CH:12]=[CH:11][CH:10]=2)[C:3](=[O:4])[C:2]([F:1])([F:26])[F:27])([C:22]([O:24][CH3:25])=[O:23])[CH2:17][CH2:18]1. The catalyst class is: 525. (2) Reactant: [C:1]([CH2:3][C:4]1([N:11]2[CH:15]=[C:14]([C:16]([NH2:18])=[O:17])[C:13]([NH:19][C:20]3[CH:25]=[CH:24][C:23]([F:26])=[CH:22][CH:21]=3)=[N:12]2)[CH2:9][CH2:8][C:7](=[O:10])[CH2:6][CH2:5]1)#[N:2].CO.[BH4-].[Na+]. Product: [C:1]([CH2:3][C:4]1([N:11]2[CH:15]=[C:14]([C:16]([NH2:18])=[O:17])[C:13]([NH:19][C:20]3[CH:21]=[CH:22][C:23]([F:26])=[CH:24][CH:25]=3)=[N:12]2)[CH2:9][CH2:8][CH:7]([OH:10])[CH2:6][CH2:5]1)#[N:2]. The catalyst class is: 387. (3) Reactant: [CH:1](/[S:5]([N:8]1[CH2:13][CH2:12][N:11]([C:14]2[CH:19]=[CH:18][CH:17]=[CH:16][N:15]=2)[CH2:10][CH2:9]1)(=[O:7])=[O:6])=[CH:2]\[C:3]#[CH:4].[NH2:20][OH:21]. Product: [OH:21][NH:20][CH:2]([C:3]#[CH:4])[CH2:1][S:5]([N:8]1[CH2:13][CH2:12][N:11]([C:14]2[CH:19]=[CH:18][CH:17]=[CH:16][N:15]=2)[CH2:10][CH2:9]1)(=[O:6])=[O:7]. The catalyst class is: 1. (4) Reactant: [Cl:1][C:2]1[N:7]2[N:8]=[C:9]([C:11]3[CH:16]=[CH:15][CH:14]=[C:13]([Cl:17])[CH:12]=3)[CH:10]=[C:6]2[N:5]=[C:4]([CH3:18])[C:3]=1[C:19](=[O:24])[C:20]([O:22][CH3:23])=[O:21].CB1N2CCC[C@@H]2C(C2C=CC=CC=2)(C2C=CC=CC=2)O1.C1(C)C=CC=CC=1.C(#N)C.C(=O)=O.C([O-])([O-])=O.[Na+].[Na+]. Product: [Cl:1][C:2]1[N:7]2[N:8]=[C:9]([C:11]3[CH:16]=[CH:15][CH:14]=[C:13]([Cl:17])[CH:12]=3)[CH:10]=[C:6]2[N:5]=[C:4]([CH3:18])[C:3]=1[C@H:19]([OH:24])[C:20]([O:22][CH3:23])=[O:21]. The catalyst class is: 11. (5) Reactant: [O:1]=[C:2]1[NH:10][C:5]2[N:6]=[CH:7][N:8]=[CH:9][C:4]=2[C@@:3]21[CH2:25][C:13]1=[N:14][CH:15]=[C:16]([C:18]([O:20]C(C)(C)C)=[O:19])[CH:17]=[C:12]1[CH2:11]2.[ClH:26].[CH2:27]([N:29]([CH2:32][CH3:33])[CH2:30][CH3:31])[CH3:28]. Product: [O:1]=[C:2]1[NH:10][C:5]2[N:6]=[CH:7][N:8]=[CH:9][C:4]=2[C@@:3]21[CH2:25][C:13]1=[N:14][CH:15]=[C:16]([C:18]([OH:20])=[O:19])[CH:17]=[C:12]1[CH2:11]2.[ClH:26].[ClH:26].[CH2:27]([N:29]([CH2:32][CH3:33])[CH2:30][CH3:31])[CH3:28]. The catalyst class is: 33. (6) Reactant: [C:1]1([S:7]([OH:10])(=[O:9])=[O:8])[CH:6]=[CH:5][CH:4]=[CH:3][CH:2]=1.[NH2:11][C@@:12]([CH3:22])([CH2:16][CH:17]([CH2:20][CH3:21])[CH2:18][CH3:19])[C:13]([OH:15])=[O:14]. Product: [C:1]1([S:7]([OH:10])(=[O:9])=[O:8])[CH:6]=[CH:5][CH:4]=[CH:3][CH:2]=1.[NH2:11][C@@:12]([CH3:22])([CH2:16][CH:17]([CH2:20][CH3:21])[CH2:18][CH3:19])[C:13]([OH:15])=[O:14]. The catalyst class is: 10. (7) Reactant: [F:1][C:2]([F:26])([F:25])[O:3][C:4]1[CH:5]=[C:6]([CH:10]([C:14]2[CH:19]=[CH:18][CH:17]=[C:16]([O:20][C:21]([F:24])([F:23])[F:22])[CH:15]=2)[C:11]([OH:13])=[O:12])[CH:7]=[CH:8][CH:9]=1.[Li]CCCC.Br[CH2:33][C:34]1[N:39]=[CH:38][CH:37]=[CH:36][N:35]=1. Product: [N:35]1[CH:36]=[CH:37][CH:38]=[N:39][C:34]=1[CH2:33][C:10]([C:14]1[CH:19]=[CH:18][CH:17]=[C:16]([O:20][C:21]([F:24])([F:23])[F:22])[CH:15]=1)([C:6]1[CH:7]=[CH:8][CH:9]=[C:4]([O:3][C:2]([F:25])([F:26])[F:1])[CH:5]=1)[C:11]([OH:13])=[O:12]. The catalyst class is: 1. (8) Reactant: [NH2:1][C:2]1[CH:3]=[C:4]([C:12]([N:14]2[CH2:19][CH2:18][O:17][CH2:16][CH2:15]2)=O)[CH:5]=[C:6]([C:8]([F:11])([F:10])[F:9])[CH:7]=1. Product: [N:14]1([CH2:12][C:4]2[CH:3]=[C:2]([NH2:1])[CH:7]=[C:6]([C:8]([F:9])([F:11])[F:10])[CH:5]=2)[CH2:19][CH2:18][O:17][CH2:16][CH2:15]1. The catalyst class is: 1. (9) Reactant: [NH2:1][C:2]1[C:3]([C:23]#[N:24])=[C:4]([CH:20]=[CH:21][CH:22]=1)[O:5][CH2:6][C:7]1([C:14]([NH:16][CH:17]([CH3:19])[CH3:18])=[O:15])[CH2:12][CH2:11][CH2:10][NH:9][C:8]1=[O:13].[NH2:25]O. Product: [NH2:1][C:2]1[C:3]([C:23](=[NH:25])[NH2:24])=[C:4]([CH:20]=[CH:21][CH:22]=1)[O:5][CH2:6][C:7]1([C:14]([NH:16][CH:17]([CH3:18])[CH3:19])=[O:15])[CH2:12][CH2:11][CH2:10][NH:9][C:8]1=[O:13]. The catalyst class is: 8.